This data is from Forward reaction prediction with 1.9M reactions from USPTO patents (1976-2016). The task is: Predict the product of the given reaction. (1) Given the reactants CS(Cl)(=O)=O.O[C:7]([C:15]1[CH:20]=[CH:19][C:18]([NH:21][C:22]([CH:24]2[O:28][N:27]=[C:26]([C:29]3[CH:30]=[N:31][CH:32]=[CH:33][CH:34]=3)[CH2:25]2)=[O:23])=[CH:17][CH:16]=1)([C:9]1[CH:14]=[CH:13][CH:12]=[CH:11][CH:10]=1)[CH3:8].C(N(CC)CC)C.O, predict the reaction product. The product is: [C:9]1([C:7]([C:15]2[CH:16]=[CH:17][C:18]([NH:21][C:22]([CH:24]3[O:28][N:27]=[C:26]([C:29]4[CH:30]=[N:31][CH:32]=[CH:33][CH:34]=4)[CH2:25]3)=[O:23])=[CH:19][CH:20]=2)=[CH2:8])[CH:14]=[CH:13][CH:12]=[CH:11][CH:10]=1. (2) Given the reactants [C:1]([O:5][C:6]([N:8]1[CH2:13][CH2:12][CH:11]([O:14][C:15]2[C:24]3[C:19](=[CH:20][CH:21]=[CH:22][CH:23]=3)[C:18]([N+:25]([O-])=O)=[CH:17][N:16]=2)[CH2:10][CH2:9]1)=[O:7])([CH3:4])([CH3:3])[CH3:2].CO.ClCCl, predict the reaction product. The product is: [C:1]([O:5][C:6]([N:8]1[CH2:9][CH2:10][CH:11]([O:14][C:15]2[C:24]3[C:19](=[CH:20][CH:21]=[CH:22][CH:23]=3)[C:18]([NH2:25])=[CH:17][N:16]=2)[CH2:12][CH2:13]1)=[O:7])([CH3:4])([CH3:2])[CH3:3]. (3) Given the reactants [CH2:1]([N:8]1[C:12]2[CH:13]=[C:14](Cl)[C:15]3[N:16]([C:17]([CH3:20])=[N:18][N:19]=3)[C:11]=2[CH:10]=[C:9]1[CH3:22])[C:2]1[CH:7]=[CH:6][CH:5]=[CH:4][CH:3]=1.[CH3:23][CH:24]([NH2:26])[CH3:25].[Li+].C[Si]([N-][Si](C)(C)C)(C)C.CO, predict the reaction product. The product is: [CH2:1]([N:8]1[C:12]2[CH:13]=[C:14]([NH:26][CH:24]([CH3:25])[CH3:23])[C:15]3[N:16]([C:17]([CH3:20])=[N:18][N:19]=3)[C:11]=2[CH:10]=[C:9]1[CH3:22])[C:2]1[CH:7]=[CH:6][CH:5]=[CH:4][CH:3]=1. (4) The product is: [C:1]([O:5][C:6]([NH:8][C:9]1[CH:14]=[CH:13][CH:12]=[CH:11][C:10]=1[NH:15][C:16](=[O:27])[CH2:17][CH2:18][CH2:19][CH2:20][CH2:21][C:22]([OH:24])=[O:23])=[O:7])([CH3:4])([CH3:2])[CH3:3]. Given the reactants [C:1]([O:5][C:6]([NH:8][C:9]1[CH:14]=[CH:13][CH:12]=[CH:11][C:10]=1[NH:15][C:16](=[O:27])[CH2:17][CH2:18][CH2:19][CH2:20][CH2:21][C:22]([O:24]CC)=[O:23])=[O:7])([CH3:4])([CH3:3])[CH3:2].O.[OH-].[Li+], predict the reaction product. (5) Given the reactants [NH2:1][C:2]1[O:3][CH2:4][C@:5]2([C:19]3[C:14](=[N:15][CH:16]=[C:17]([C:20]#[C:21][C:22]([CH3:25])([CH3:24])[CH3:23])[CH:18]=3)[O:13][C:12]3[C:7]2=[CH:8][C:9]([OH:26])=[CH:10][CH:11]=3)[N:6]=1.C(=O)([O-])[O-].[K+].[K+].CN(C=O)C.C1C=CC(N[S:45]([C:48]([F:51])([F:50])[F:49])(=[O:47])=[O:46])=CC=1, predict the reaction product. The product is: [F:49][C:48]([F:51])([F:50])[S:45]([O:26][C:9]1[CH:8]=[C:7]2[C@@:5]3([CH2:4][O:3][C:2]([NH2:1])=[N:6]3)[C:19]3[C:14](=[N:15][CH:16]=[C:17]([C:20]#[C:21][C:22]([CH3:23])([CH3:25])[CH3:24])[CH:18]=3)[O:13][C:12]2=[CH:11][CH:10]=1)(=[O:47])=[O:46]. (6) The product is: [C:24]([C:23]1[CH:26]=[CH:27][C:20]([CH2:19][NH:18][C:12](=[O:14])[CH:11]([C:3]2[C:4]([F:10])=[CH:5][C:6]([O:8][CH3:9])=[CH:7][C:2]=2[F:1])[O:15][CH2:16][CH3:17])=[C:21]([O:28][C:29]2[CH:34]=[CH:33][CH:32]=[CH:31][CH:30]=2)[CH:22]=1)#[N:25]. Given the reactants [F:1][C:2]1[CH:7]=[C:6]([O:8][CH3:9])[CH:5]=[C:4]([F:10])[C:3]=1[CH:11]([O:15][CH2:16][CH3:17])[C:12]([OH:14])=O.[NH2:18][CH2:19][C:20]1[CH:27]=[CH:26][C:23]([C:24]#[N:25])=[CH:22][C:21]=1[O:28][C:29]1[CH:34]=[CH:33][CH:32]=[CH:31][CH:30]=1, predict the reaction product. (7) The product is: [CH2:11]([C:10]1[S:14][CH:2]=[C:3]([C:4]([O:6][CH2:7][CH3:8])=[O:5])[N:13]=1)[CH3:12]. Given the reactants Br[CH2:2][C:3](=O)[C:4]([O:6][CH2:7][CH3:8])=[O:5].[C:10](=[S:14])([NH2:13])[CH2:11][CH3:12].ClC1C=CC(CO)=CC=1CCO, predict the reaction product. (8) Given the reactants [F:1][C:2]1[CH:3]=[C:4]([C@@:9]2([OH:25])[CH2:14][CH2:13][N:12]([C:15]([O:17][C:18]([CH3:21])([CH3:20])[CH3:19])=[O:16])[CH2:11][C@@H:10]2[CH:22]=[N:23][OH:24])[CH:5]=[CH:6][C:7]=1[F:8].CC1C=CC(S(NCl)(=O)=O)=CC=1.[Br:38][C:39]#[C:40][C:41]1[C:46]([CH2:47][CH2:48][NH:49][C:50](=[O:52])[CH3:51])=[CH:45][CH:44]=[CH:43][N:42]=1, predict the reaction product. The product is: [C:50]([NH:49][CH2:48][CH2:47][C:46]1[C:41]([C:40]2[O:24][N:23]=[C:22]([C@@H:10]3[C@:9]([C:4]4[CH:5]=[CH:6][C:7]([F:8])=[C:2]([F:1])[CH:3]=4)([OH:25])[CH2:14][CH2:13][N:12]([C:15]([O:17][C:18]([CH3:21])([CH3:19])[CH3:20])=[O:16])[CH2:11]3)[C:39]=2[Br:38])=[N:42][CH:43]=[CH:44][CH:45]=1)(=[O:52])[CH3:51].